From a dataset of Choline transporter screen with 302,306 compounds. Binary Classification. Given a drug SMILES string, predict its activity (active/inactive) in a high-throughput screening assay against a specified biological target. (1) The compound is S(=O)(=O)(N(C1CCCC1)Cc1ccc(F)cc1)c1ccc(S(=O)(=O)N(Cc2ccccc2)C)cc1. The result is 0 (inactive). (2) The drug is Fc1c(C(=O)N2CCN(CC2)Cc2cc3OCOc3cc2)cc(F)c(F)c1F. The result is 0 (inactive).